From a dataset of Reaction yield outcomes from USPTO patents with 853,638 reactions. Predict the reaction yield, written as a fraction of the theoretical maximum amount of product (1.0 means a 100% yield; for example, 0.34 means a 34% yield). The reactants are Cl[C:2]1[C:11]2[C:6](=[CH:7][C:8]([O:14][CH3:15])=[C:9]([O:12][CH3:13])[CH:10]=2)[N:5]=[CH:4][CH:3]=1.[N+:16]([C:19]1[CH:25]=[CH:24][C:22]([NH2:23])=[CH:21][CH:20]=1)([O-:18])=[O:17].C1(C)C=CC(S(O)(=O)=O)=CC=1. The catalyst is COCC(O)C. The product is [CH3:13][O:12][C:9]1[CH:10]=[C:11]2[C:6](=[CH:7][C:8]=1[O:14][CH3:15])[N:5]=[CH:4][CH:3]=[C:2]2[NH:23][C:22]1[CH:24]=[CH:25][C:19]([N+:16]([O-:18])=[O:17])=[CH:20][CH:21]=1. The yield is 0.730.